This data is from Full USPTO retrosynthesis dataset with 1.9M reactions from patents (1976-2016). The task is: Predict the reactants needed to synthesize the given product. (1) Given the product [OH:24][CH2:23][CH2:22][CH2:21][S:8][C:3]1[CH:4]=[CH:5][CH:6]=[CH:7][C:2]=1[OH:1], predict the reactants needed to synthesize it. The reactants are: [OH:1][C:2]1[CH:7]=[CH:6][CH:5]=[CH:4][C:3]=1[SH:8].CN(C=O)C.C([O-])([O-])=O.[Cs+].[Cs+].Br[CH2:21][CH2:22][CH2:23][OH:24]. (2) Given the product [F:15][C:3]1[CH:4]=[C:5]([CH:8]([CH3:14])[C:9]([O:11][CH2:12][CH3:13])=[O:10])[CH:6]=[N:7][C:2]=1[NH:1][S:24]([CH3:23])(=[O:26])=[O:25], predict the reactants needed to synthesize it. The reactants are: [NH2:1][C:2]1[N:7]=[CH:6][C:5]([CH:8]([CH3:14])[C:9]([O:11][CH2:12][CH3:13])=[O:10])=[CH:4][C:3]=1[F:15].C(N(CC)CC)C.[CH3:23][S:24](Cl)(=[O:26])=[O:25]. (3) Given the product [CH3:18][O:9][C:8](=[O:10])[C:7]1[CH:11]=[C:12]([N+:15]([O-:17])=[O:16])[CH:13]=[CH:14][C:6]=1[CH3:5], predict the reactants needed to synthesize it. The reactants are: S(Cl)(Cl)=O.[CH3:5][C:6]1[CH:14]=[CH:13][C:12]([N+:15]([O-:17])=[O:16])=[CH:11][C:7]=1[C:8]([OH:10])=[O:9].[CH3:18]O. (4) Given the product [Br:1][C:2]1[CH:3]=[CH:4][C:5]([C:8]2[N:12]=[CH:11][N:10]([C:14]3[CH:15]=[CH:16][C:17]([O:20][C:21]([F:22])([F:23])[F:24])=[CH:18][CH:19]=3)[N:9]=2)=[CH:6][CH:7]=1, predict the reactants needed to synthesize it. The reactants are: [Br:1][C:2]1[CH:7]=[CH:6][C:5]([C:8]2[N:12]=[CH:11][NH:10][N:9]=2)=[CH:4][CH:3]=1.I[C:14]1[CH:19]=[CH:18][C:17]([O:20][C:21]([F:24])([F:23])[F:22])=[CH:16][CH:15]=1.OC1C=CC=C2C=1N=CC=C2.C(=O)([O-])[O-].[Cs+].[Cs+]. (5) Given the product [CH2:30]([S:31]([N:16]1[CH2:17][CH2:18][N:13]([CH2:12][C:4]2[CH:3]=[C:2]([Cl:1])[CH:7]=[CH:6][C:5]=2[CH2:8][C:9]([NH:34][S:31]([CH3:30])(=[O:33])=[O:32])=[O:11])[CH2:14][C@@H:15]1[CH3:29])(=[O:33])=[O:32])[C:53]1[CH:54]=[CH:55][CH:56]=[CH:57][CH:58]=1, predict the reactants needed to synthesize it. The reactants are: [Cl:1][C:2]1[CH:7]=[CH:6][C:5]([CH2:8][C:9]([OH:11])=O)=[C:4]([CH2:12][N:13]2[CH2:18][CH2:17][N:16](C(=O)CC3C=CC(Cl)=CC=3)[C@@H:15]([CH3:29])[CH2:14]2)[CH:3]=1.[CH3:30][S:31]([NH2:34])(=[O:33])=[O:32].C1CN([P+](ON2N=N[C:54]3[CH:55]=[CH:56][CH:57]=[CH:58][C:53]2=3)(N2CCCC2)N2CCCC2)CC1.F[P-](F)(F)(F)(F)F.CCN(C(C)C)C(C)C. (6) Given the product [C:30]([O:33][CH:15]([O:14][C:6](=[O:13])[C:7]1[CH:8]=[CH:9][CH:10]=[CH:11][CH:12]=1)[C:24]1[CH:25]=[CH:26][CH:27]=[CH:28][CH:29]=1)(=[O:31])[C:2]1[CH:1]=[CH:9][CH:8]=[CH:7][CH:6]=1, predict the reactants needed to synthesize it. The reactants are: [C:1](OO)(=O)[CH3:2].[C:6]([O:14][CH:15]([C:24]1[CH:29]=[CH:28][CH:27]=[CH:26][CH:25]=1)C(=O)C1C=CC=CC=1)(=[O:13])[C:7]1[CH:12]=[CH:11][CH:10]=[CH:9][CH:8]=1.[C:30]([O-:33])([O-])=[O:31].[Na+].[Na+]. (7) Given the product [CH2:1]([C:3]1[NH:13][C:6]2[N:7]=[C:8]([S:12][C:19]3[CH:20]=[C:21]([F:22])[C:16]([C:14]#[N:15])=[N:17][CH:18]=3)[N:9]=[C:10]([OH:11])[C:5]=2[CH:4]=1)[CH3:2], predict the reactants needed to synthesize it. The reactants are: [CH2:1]([C:3]1[NH:13][C:6]2[N:7]=[C:8]([SH:12])[N:9]=[C:10]([OH:11])[C:5]=2[CH:4]=1)[CH3:2].[C:14]([C:16]1[C:21]([F:22])=[CH:20][C:19](F)=[CH:18][N:17]=1)#[N:15].C(=O)([O-])[O-].[K+].[K+]. (8) Given the product [Cl:12][C:10]1[CH:9]=[C:8]2[C:3]([C:4]([OH:13])=[CH:5][CH:6]=[N:7]2)=[CH:2][N:11]=1, predict the reactants needed to synthesize it. The reactants are: Cl[C:2]1[N:11]=[C:10]([Cl:12])[CH:9]=[C:8]2[C:3]=1[C:4]([OH:13])=[CH:5][CH:6]=[N:7]2.C(O)(=O)C.